Binary Classification. Given a drug SMILES string, predict its activity (active/inactive) in a high-throughput screening assay against a specified biological target. From a dataset of Cav3 T-type calcium channel HTS with 100,875 compounds. (1) The molecule is O=c1n(CCC=2CCCCC2)cnc2c1[nH]c1c2cc(cc1)C. The result is 0 (inactive). (2) The molecule is O=c1n(c2c3c1cccc3ccc2)CC(=O)NC. The result is 0 (inactive). (3) The molecule is S(c1cc(NC(=O)Cn2cccc2)ccc1)C. The result is 0 (inactive). (4) The molecule is S(=O)(=O)(n1nnc2c1cccc2)c1sccc1. The result is 0 (inactive).